From a dataset of Full USPTO retrosynthesis dataset with 1.9M reactions from patents (1976-2016). Predict the reactants needed to synthesize the given product. Given the product [CH3:11][Si:10]([CH3:13])([CH3:12])[C:8]1[S:7][C:6]2[CH:14]=[C:2]([B:15]3[O:19][C:18]([CH3:21])([CH3:20])[C:17]([CH3:23])([CH3:22])[O:16]3)[CH:3]=[CH:4][C:5]=2[CH:9]=1, predict the reactants needed to synthesize it. The reactants are: Br[C:2]1[CH:3]=[CH:4][C:5]2[CH:9]=[C:8]([Si:10]([CH3:13])([CH3:12])[CH3:11])[S:7][C:6]=2[CH:14]=1.[B:15]1([B:15]2[O:19][C:18]([CH3:21])([CH3:20])[C:17]([CH3:23])([CH3:22])[O:16]2)[O:19][C:18]([CH3:21])([CH3:20])[C:17]([CH3:23])([CH3:22])[O:16]1.C([O-])(=O)C.[K+].